From a dataset of Forward reaction prediction with 1.9M reactions from USPTO patents (1976-2016). Predict the product of the given reaction. (1) Given the reactants [F:1][C:2]1[CH:3]=[C:4]([CH:9]2[C:14](=[O:15])[CH2:13][CH2:12][O:11][CH2:10]2)[CH:5]=[CH:6][C:7]=1[F:8].[C:16](Cl)([N:18]=[C:19]=[O:20])=[O:17], predict the reaction product. The product is: [F:1][C:2]1[CH:3]=[C:4]([CH:9]2[C:14]3[O:15][C:19](=[O:20])[NH:18][C:16](=[O:17])[C:13]=3[CH2:12][O:11][CH2:10]2)[CH:5]=[CH:6][C:7]=1[F:8]. (2) The product is: [CH3:10][C:11]1[CH:12]=[CH:13][C:14]([CH2:17][C:24](=[O:23])[CH2:25][CH3:26])=[N:15][CH:16]=1. Given the reactants BrCCC.[Mg].BrCCBr.[CH3:10][C:11]1[CH:12]=[CH:13][C:14]([C:17]#N)=[N:15][CH:16]=1.[Cl-].[NH4+].[Cl-].[Na+].[O:23]1C[CH2:26][CH2:25][CH2:24]1, predict the reaction product.